This data is from Forward reaction prediction with 1.9M reactions from USPTO patents (1976-2016). The task is: Predict the product of the given reaction. (1) Given the reactants [C:1]([O:5][C:6]([N:8]1[CH2:11][CH:10]([C:12]2[CH:17]=[CH:16][C:15]([N+:18]([O-])=O)=[CH:14][CH:13]=2)[CH2:9]1)=[O:7])([CH3:4])([CH3:3])[CH3:2], predict the reaction product. The product is: [NH2:18][C:15]1[CH:14]=[CH:13][C:12]([CH:10]2[CH2:9][N:8]([C:6]([O:5][C:1]([CH3:4])([CH3:3])[CH3:2])=[O:7])[CH2:11]2)=[CH:17][CH:16]=1. (2) Given the reactants [OH:1][CH2:2][C:3]1[CH:4]=[C:5]([C:9]2[C:14]([CH3:15])=[CH:13][C:12]([O:16][CH2:17][C:18]3([OH:24])[CH2:23][CH2:22][S:21][CH2:20][CH2:19]3)=[CH:11][C:10]=2[CH3:25])[CH:6]=[CH:7][CH:8]=1.[F:26][C:27]1[CH:32]=[C:31](O)[CH:30]=[CH:29][C:28]=1[CH2:34][CH2:35][C:36]([O:38][CH2:39][CH3:40])=[O:37].C(P(CCCC)CCCC)CCC.N(C(N1CCCCC1)=O)=NC(N1CCCCC1)=O, predict the reaction product. The product is: [F:26][C:27]1[CH:32]=[C:31]([O:1][CH2:2][C:3]2[CH:4]=[C:5]([C:9]3[C:10]([CH3:25])=[CH:11][C:12]([O:16][CH2:17][C:18]4([OH:24])[CH2:23][CH2:22][S:21][CH2:20][CH2:19]4)=[CH:13][C:14]=3[CH3:15])[CH:6]=[CH:7][CH:8]=2)[CH:30]=[CH:29][C:28]=1[CH2:34][CH2:35][C:36]([O:38][CH2:39][CH3:40])=[O:37]. (3) The product is: [C:23]1([C:31]2[CH:36]=[CH:35][CH:34]=[CH:33][CH:32]=2)[CH:28]=[CH:27][CH:26]=[C:25]([CH2:29][NH:30][C:6](=[O:8])[C:5]2[CH:9]=[CH:10][C:2]([Cl:1])=[N:3][CH:4]=2)[CH:24]=1. Given the reactants [Cl:1][C:2]1[CH:10]=[CH:9][C:5]([C:6]([OH:8])=O)=[CH:4][N:3]=1.C(N1C=CN=C1)(N1C=CN=C1)=O.[C:23]1([C:31]2[CH:36]=[CH:35][CH:34]=[CH:33][CH:32]=2)[CH:28]=[CH:27][CH:26]=[C:25]([CH2:29][NH2:30])[CH:24]=1.C(N(CC)CC)C, predict the reaction product. (4) Given the reactants [C:1]([C:3]1[CH:13]=[CH:12][C:6]([C:7]([O:9][CH2:10][CH3:11])=[O:8])=[CH:5][C:4]=1[NH:14][CH:15]1[CH2:19][CH2:18][CH2:17][CH2:16]1)#[N:2].C(=O)([O-])[O-:21].[K+].[K+].OO.O, predict the reaction product. The product is: [NH2:2][C:1]([C:3]1[CH:13]=[CH:12][C:6]([C:7]([O:9][CH2:10][CH3:11])=[O:8])=[CH:5][C:4]=1[NH:14][CH:15]1[CH2:19][CH2:18][CH2:17][CH2:16]1)=[O:21]. (5) Given the reactants [OH:1][C:2]1[CH:9]=[CH:8][C:5]([CH:6]=[O:7])=[CH:4][CH:3]=1.C(=O)([O-])[O-].[K+].[K+].[CH3:16][O:17][C:18](=[O:21])[CH2:19]Br, predict the reaction product. The product is: [CH3:16][O:17][C:18](=[O:21])[CH2:19][O:1][C:2]1[CH:9]=[CH:8][C:5]([CH:6]=[O:7])=[CH:4][CH:3]=1. (6) Given the reactants [CH2:1]([Zn]CC)C.[C:6]([C:9]1[CH:14]=[CH:13][C:12]([O:15][CH3:16])=[CH:11][N:10]=1)([CH3:8])=[CH2:7].ClCI, predict the reaction product. The product is: [CH3:16][O:15][C:12]1[CH:13]=[CH:14][C:9]([C:6]2([CH3:1])[CH2:8][CH2:7]2)=[N:10][CH:11]=1.